From a dataset of Full USPTO retrosynthesis dataset with 1.9M reactions from patents (1976-2016). Predict the reactants needed to synthesize the given product. (1) Given the product [NH2:6][C:29]1[CH:30]=[CH:31][N:26]([C@H:23]2[O:22][C@@H:21]([CH2:20][O:19][C:11](=[O:18])[C:12]3[CH:17]=[CH:16][CH:15]=[CH:14][CH:13]=3)[S:25][CH2:24]2)[C:27](=[O:33])[N:28]=1, predict the reactants needed to synthesize it. The reactants are: P(Cl)(Cl)(Cl)=O.[NH:6]1C=NC=N1.[C:11]([O:19][CH2:20][C@H:21]1[S:25][CH2:24][C@@H:23]([N:26]2[CH:31]=[CH:30][C:29](=O)[NH:28][C:27]2=[O:33])[O:22]1)(=[O:18])[C:12]1[CH:17]=[CH:16][CH:15]=[CH:14][CH:13]=1.N. (2) Given the product [OH:25][C:21]1([CH3:26])[CH2:22][CH2:23][CH2:24][CH:19]([NH:18][C:14]([C@@H:13]2[CH2:12][C@@H:11]3[C@@H:9]([CH2:10]3)[N:8]2[C:6]([O:5][C:1]([CH3:2])([CH3:3])[CH3:4])=[O:7])=[O:16])[CH2:20]1, predict the reactants needed to synthesize it. The reactants are: [C:1]([O:5][C:6]([N:8]1[C@H:13]([C:14]([OH:16])=O)[CH2:12][C@@H:11]2[C@H:9]1[CH2:10]2)=[O:7])([CH3:4])([CH3:3])[CH3:2].Cl.[NH2:18][CH:19]1[CH2:24][CH2:23][CH2:22][C:21]([CH3:26])([OH:25])[CH2:20]1.CCN(C(C)C)C(C)C.CCCP(=O)=O. (3) The reactants are: [F:1][C:2]1[CH:3]=[C:4]([C:9]2[N:10]([CH2:19][CH2:20][O:21][CH3:22])[C:11](=[O:18])[C:12]([C:15]([OH:17])=O)=[N:13][CH:14]=2)[CH:5]=[C:6]([F:8])[CH:7]=1.C(Cl)(=O)C(Cl)=O.[C:29]1(=[O:36])[CH2:34][CH2:33][CH2:32][C:31](=[O:35])[CH2:30]1.C(N(CC)CC)C. Given the product [F:8][C:6]1[CH:5]=[C:4]([C:9]2[N:10]([CH2:19][CH2:20][O:21][CH3:22])[C:11](=[O:18])[C:12]([C:15]([C:30]3[C:31](=[O:35])[CH2:32][CH2:33][CH2:34][C:29]=3[OH:36])=[O:17])=[N:13][CH:14]=2)[CH:3]=[C:2]([F:1])[CH:7]=1, predict the reactants needed to synthesize it. (4) Given the product [Br:1][C:2]1[CH:7]=[C:6]([NH:19][CH2:18][CH:15]2[CH2:16][CH2:17][O:12][CH2:13][CH2:14]2)[C:5]([N+:9]([O-:11])=[O:10])=[CH:4][N:3]=1, predict the reactants needed to synthesize it. The reactants are: [Br:1][C:2]1[CH:7]=[C:6](Br)[C:5]([N+:9]([O-:11])=[O:10])=[CH:4][N:3]=1.[O:12]1[CH2:17][CH2:16][CH:15]([CH2:18][NH2:19])[CH2:14][CH2:13]1.C(N(CC)CC)C.